Predict the reaction yield, written as a fraction of the theoretical maximum amount of product (1.0 means a 100% yield; for example, 0.34 means a 34% yield). From a dataset of Reaction yield outcomes from USPTO patents with 853,638 reactions. (1) The reactants are F[C:2]1[CH:19]=[CH:18][C:5]([C:6]([O:8][CH2:9][C:10]2[CH:15]=[CH:14][C:13]([O:16][CH3:17])=[CH:12][CH:11]=2)=[O:7])=[CH:4][C:3]=1[C:20]([F:23])([F:22])[F:21].C(=O)([O-])[O-].[K+].[K+].[SH:30][C:31]1[CH:32]=[C:33]([OH:37])[CH:34]=[CH:35][CH:36]=1.[CH2:38](Br)[C:39]1[CH:44]=[CH:43][CH:42]=[CH:41][CH:40]=1. The catalyst is CN(C=O)C.C(OCC)(=O)C. The product is [CH2:38]([O:37][C:33]1[CH:32]=[C:31]([S:30][C:2]2[CH:19]=[CH:18][C:5]([C:6]([O:8][CH2:9][C:10]3[CH:15]=[CH:14][C:13]([O:16][CH3:17])=[CH:12][CH:11]=3)=[O:7])=[CH:4][C:3]=2[C:20]([F:23])([F:22])[F:21])[CH:36]=[CH:35][CH:34]=1)[C:39]1[CH:44]=[CH:43][CH:42]=[CH:41][CH:40]=1. The yield is 0.750. (2) The reactants are [NH:1]1[C:9]2[C:4](=[CH:5][CH:6]=[CH:7][CH:8]=2)[CH2:3][C:2]1=[O:10].[I:11][C:12]1[C:20]2[C:15](=[CH:16][C:17]([CH:21]=O)=[CH:18][CH:19]=2)[N:14]([CH2:23][O:24][CH2:25][CH2:26][Si:27]([CH3:30])([CH3:29])[CH3:28])[N:13]=1.N1CCCCC1. The catalyst is C(O)C. The product is [I:11][C:12]1[C:20]2[C:15](=[CH:16][C:17](/[CH:21]=[C:3]3/[C:2](=[O:10])[NH:1][C:9]4[C:4]/3=[CH:5][CH:6]=[CH:7][CH:8]=4)=[CH:18][CH:19]=2)[N:14]([CH2:23][O:24][CH2:25][CH2:26][Si:27]([CH3:28])([CH3:30])[CH3:29])[N:13]=1. The yield is 1.00. (3) The reactants are CS[C:3]1[CH:8]=[N:7][CH:6]=[CH:5][N:4]=1.[Br-].[CH2:10]([Zn+])[C:11]1[CH:16]=[CH:15][CH:14]=[CH:13][CH:12]=1. The catalyst is C1COCC1.C(OCC)(=O)C.C1C=CC([P]([Pd]([P](C2C=CC=CC=2)(C2C=CC=CC=2)C2C=CC=CC=2)([P](C2C=CC=CC=2)(C2C=CC=CC=2)C2C=CC=CC=2)[P](C2C=CC=CC=2)(C2C=CC=CC=2)C2C=CC=CC=2)(C2C=CC=CC=2)C2C=CC=CC=2)=CC=1. The product is [CH2:10]([C:3]1[CH:8]=[N:7][CH:6]=[CH:5][N:4]=1)[C:11]1[CH:16]=[CH:15][CH:14]=[CH:13][CH:12]=1. The yield is 0.450. (4) The reactants are [F:1][C:2]1[CH:7]=[C:6]([CH3:8])[CH:5]=[CH:4][C:3]=1[C:9]1[C:14]([CH:15]([CH2:20][CH2:21][CH3:22])[C:16]([O:18]C)=[O:17])=[C:13]([CH3:23])[N:12]=[C:11]([C:24]2[CH:29]=[CH:28][CH:27]=[CH:26][CH:25]=2)[N:10]=1.[OH-].[Na+]. The catalyst is CO. The product is [F:1][C:2]1[CH:7]=[C:6]([CH3:8])[CH:5]=[CH:4][C:3]=1[C:9]1[C:14]([CH:15]([CH2:20][CH2:21][CH3:22])[C:16]([OH:18])=[O:17])=[C:13]([CH3:23])[N:12]=[C:11]([C:24]2[CH:25]=[CH:26][CH:27]=[CH:28][CH:29]=2)[N:10]=1. The yield is 0.860.